From a dataset of Catalyst prediction with 721,799 reactions and 888 catalyst types from USPTO. Predict which catalyst facilitates the given reaction. (1) Reactant: [C:1]1([OH:7])[CH:6]=[CH:5][CH:4]=[CH:3][CH:2]=1.[H-].[Na+].[S:10]1[C:14]2[CH:15]=[CH:16][CH:17]=[CH:18][C:13]=2[N:12]=[C:11]1[NH:19][C:20]([C:22]1[CH:23]=[CH:24][CH:25]=[C:26]2[C:31]=1[CH2:30][N:29]([C:32]1[S:33][C:34]([CH2:42][CH2:43][CH2:44]I)=[C:35]([C:37]([O:39]CC)=[O:38])[N:36]=1)[CH2:28][CH2:27]2)=[O:21].Cl.[OH-].[Na+]. The catalyst class is: 3. Product: [S:10]1[C:14]2[CH:15]=[CH:16][CH:17]=[CH:18][C:13]=2[N:12]=[C:11]1[NH:19][C:20]([C:22]1[CH:23]=[CH:24][CH:25]=[C:26]2[C:31]=1[CH2:30][N:29]([C:32]1[S:33][C:34]([CH2:42][CH2:43][CH2:44][O:7][C:1]3[CH:6]=[CH:5][CH:4]=[CH:3][CH:2]=3)=[C:35]([C:37]([OH:39])=[O:38])[N:36]=1)[CH2:28][CH2:27]2)=[O:21]. (2) Reactant: [C:1]([O:5][C:6]([N:8]1[CH2:13][CH2:12][CH:11]([CH2:14][NH:15][C:16]2[C:21]([N+:22]([O-:24])=[O:23])=[CH:20][N:19]=[C:18](Cl)[N:17]=2)[CH2:10][CH2:9]1)=[O:7])([CH3:4])([CH3:3])[CH3:2].[Br:26][C:27]1[C:28]([CH3:35])=[C:29]([CH:32]=[CH:33][CH:34]=1)[CH2:30][NH2:31].C(N(C(C)C)CC)(C)C. Product: [C:1]([O:5][C:6]([N:8]1[CH2:13][CH2:12][CH:11]([CH2:14][NH:15][C:16]2[C:21]([N+:22]([O-:24])=[O:23])=[CH:20][N:19]=[C:18]([NH:31][CH2:30][C:29]3[CH:32]=[CH:33][CH:34]=[C:27]([Br:26])[C:28]=3[CH3:35])[N:17]=2)[CH2:10][CH2:9]1)=[O:7])([CH3:4])([CH3:3])[CH3:2]. The catalyst class is: 4.